Dataset: Peptide-MHC class II binding affinity with 134,281 pairs from IEDB. Task: Regression. Given a peptide amino acid sequence and an MHC pseudo amino acid sequence, predict their binding affinity value. This is MHC class II binding data. (1) The peptide sequence is TPLTLVDICFWSTLF. The MHC is DRB1_1302 with pseudo-sequence DRB1_1302. The binding affinity (normalized) is 0.192. (2) The peptide sequence is AFKIAATAANAAPTN. The MHC is DRB1_0802 with pseudo-sequence DRB1_0802. The binding affinity (normalized) is 0.887. (3) The peptide sequence is MGDDHFWAVRGGGGE. The MHC is DRB4_0101 with pseudo-sequence DRB4_0103. The binding affinity (normalized) is 0.422. (4) The peptide sequence is EKKYFAAYQFEPLAA. The MHC is HLA-DPA10301-DPB10402 with pseudo-sequence HLA-DPA10301-DPB10402. The binding affinity (normalized) is 0.856. (5) The peptide sequence is IMRIKKLTITGKGTL. The MHC is DRB1_1501 with pseudo-sequence DRB1_1501. The binding affinity (normalized) is 0.435. (6) The peptide sequence is SGHAFGAMAKKGDEQ. The MHC is HLA-DQA10104-DQB10503 with pseudo-sequence HLA-DQA10104-DQB10503. The binding affinity (normalized) is 0.